Dataset: Experimentally validated miRNA-target interactions with 360,000+ pairs, plus equal number of negative samples. Task: Binary Classification. Given a miRNA mature sequence and a target amino acid sequence, predict their likelihood of interaction. (1) The miRNA is mmu-miR-485-5p with sequence AGAGGCUGGCCGUGAUGAAUUC. The protein sequence of the target gene is MSSAIERKSLDPSEEPVDEVLQIPPSLLTCGGCQQNIGDRYFLKAIDQYWHEDCLSCDLCGCRLGEVGRRLYYKLGRKLCRRDYLRLFGQDGLCASCDKRIRAYEMTMRVKDKVYHLECFKCAACQKHFCVGDRYLLINSDIVCEQDIYEWTKINGII. Result: 0 (no interaction). (2) The miRNA is mmu-miR-98-5p with sequence UGAGGUAGUAAGUUGUAUUGUU. The protein sequence of the target gene is MLVMAPRTVLLLLSAALALTETWAGSHSMRYFYTSVSRPGRGEPRFISVGYVDDTQFVRFDSDAASPREEPRAPWIEQEGPEYWDRNTQIYKAQAQTDRESLRNLRGYYNQSEAGSHTLQSMYGCDVGPDGRLLRGHDQYAYDGKDYIALNEDLRSWTAADTAAQITQRKWEAAREAEQRRAYLEGECVEWLRRYLENGKDKLERADPPKTHVTHHPISDHEATLRCWALGFYPAEITLTWQRDGEDQTQDTELVETRPAGDRTFQKWAAVVVPSGEEQRYTCHVQHEGLPKPLTLRWEP.... Result: 0 (no interaction). (3) The miRNA is hsa-miR-3168 with sequence GAGUUCUACAGUCAGAC. The protein sequence of the target gene is MEMKKKINLELRNRSPEEVTELVLDNCLCVNGEIEGLNDTFKELEFLSMANVELSSLARLPSLNKLRKLELSDNIISGGLEVLAEKCPNLTYLNLSGNKIKDLSTVEALQNLKNLKSLDLFNCEITNLEDYRESIFELLQQITYLDGFDQEDNEAPDSEEEDDEDGDEDDEEEEENEAGPPEGYEEEEEEEEEEDEDEDEDEDEAGSELGEGEEEVGLSYLMKEEIQDEEDDDDYVEEGEEEEEEEEGGLRGEKRKRDAEDDGEEEDD. Result: 1 (interaction). (4) The miRNA is hsa-miR-4731-3p with sequence CACACAAGUGGCCCCCAACACU. The protein sequence of the target gene is METNCRKLVSACVQLGVQPAAVECLFSKDSEIKKVEFTDSPESRKEAASSKFFPRQHPGANEKDKSQQGKNEDVGAEDPSKKKRQRRQRTHFTSQQLQELEATFQRNRYPDMSTREEIAVWTNLTEARVRVWFKNRRAKWRKRERNQQAELCKNGFGPQFNGLMQPYDDMYPGYSYNNWAAKGLTSASLSTKSFPFFNSMNVNPLSSQSMFSPPNSISSMSMSSSMVPSAVTGVPGSSLNSLNNLNNLSSPSLNSAVPTPACPYAPPTPPYVYRDTCNSSLASLRLKAKQHSSFGYASVQ.... Result: 0 (no interaction). (5) The miRNA is hsa-miR-3161 with sequence CUGAUAAGAACAGAGGCCCAGAU. The protein sequence of the target gene is MAVPVPLGRFGSFCLRLLRLLALLELLVHPVLGRVHHLALKDDVRHKVHLNTFGFFKDGYMVVNVSSLSVNEPEGATDKDAEIGFSLDRTKNDGFSSYLDEDVNYCILKKKSMSSVTLVILDISGSIVKVRSPPEAGKQLPEIVFSKDEKILSQSQEPAVSSNPKDSEARRTLDGFKAGRSTVDSKAITERSFSIHKNDGVVSFQFFFNISTDDQEGLYSLYFHKCSGNNVKPGEQASFSLNIAITEKNPNSYLSAGEIPLPKLYVSMALFFFLSGTIWIHILRKRRNDVFKIHWLMAAL.... Result: 0 (no interaction). (6) The miRNA is hsa-miR-342-3p with sequence UCUCACACAGAAAUCGCACCCGU. The protein sequence of the target gene is MLLPLLLLLPMCWAVEVKRPRGVSLTNHHFYDESKPFTCLDGSATIPFDQVNDDYCDCKDGSDEPGTAACPNGSFHCTNTGYKPLYIPSNRVNDGVCDCCDGTDEYNSGVICENTCKEKGRKERESLQQMAEVTREGFRLKKILIEDWKKAREEKQKKLIELQAGKKSLEDQVEMLRTVKEEAEKPEREAKEQHQKLWEEQLAAAKAQQEQELAADAFKELDDDMDGTVSVTELQTHPELDTDGDGALSEAEAQALLSGDTQTDATSFYDRVWAAIRDKYRSEALPTDLPAPSAPDLTEP.... Result: 1 (interaction).